This data is from Reaction yield outcomes from USPTO patents with 853,638 reactions. The task is: Predict the reaction yield, written as a fraction of the theoretical maximum amount of product (1.0 means a 100% yield; for example, 0.34 means a 34% yield). The reactants are [N+:1]([C:4]1[C:9]2[N:10]=[C:11]([C:13]([F:16])([F:15])[F:14])[O:12][C:8]=2[CH:7]=[CH:6][CH:5]=1)([O-])=O. The catalyst is CCOC(C)=O.[Fe]. The product is [NH2:1][C:4]1[C:9]2[N:10]=[C:11]([C:13]([F:16])([F:15])[F:14])[O:12][C:8]=2[CH:7]=[CH:6][CH:5]=1. The yield is 0.750.